This data is from Reaction yield outcomes from USPTO patents with 853,638 reactions. The task is: Predict the reaction yield, written as a fraction of the theoretical maximum amount of product (1.0 means a 100% yield; for example, 0.34 means a 34% yield). (1) The reactants are [H-].[Na+].[CH3:3][N:4]1[C:8]([CH2:9][OH:10])=[C:7]([C:11]2[CH:16]=[CH:15][CH:14]=[CH:13][N:12]=2)[N:6]=[N:5]1.[Cl:17][C:18]1[N:19]=[N:20][C:21](Cl)=[CH:22][CH:23]=1. The yield is 0.990. The product is [Cl:17][C:18]1[N:19]=[N:20][C:21]([O:10][CH2:9][C:8]2[N:4]([CH3:3])[N:5]=[N:6][C:7]=2[C:11]2[CH:16]=[CH:15][CH:14]=[CH:13][N:12]=2)=[CH:22][CH:23]=1. The catalyst is C1COCC1. (2) The reactants are [CH2:1]([N:8]([CH2:12][Si](C)(C)C)[CH2:9]OC)[C:2]1[CH:7]=[CH:6][CH:5]=[CH:4][CH:3]=1.[F:17][CH2:18][C:19](=[CH2:25])[C:20]([O:22][CH2:23][CH3:24])=[O:21].C(O)(C(F)(F)F)=O.C([O-])(O)=O.[Na+]. The catalyst is C(Cl)Cl.CCOC(C)=O.CCCCCC.C(OCC)(=O)C. The product is [CH2:1]([N:8]1[CH2:9][CH2:25][C:19]([CH2:18][F:17])([C:20]([O:22][CH2:23][CH3:24])=[O:21])[CH2:12]1)[C:2]1[CH:3]=[CH:4][CH:5]=[CH:6][CH:7]=1. The yield is 0.230. (3) The yield is 0.950. The reactants are [NH:1]([C:3](=O)[CH2:4][NH:5][C:6](=[O:12])OC(C)(C)C)[NH2:2].[CH3:14][C:15]1[CH:19]=[CH:18][S:17][C:16]=1C(O)=O.[CH2:35]1[CH2:34]C[CH:32]([N:31]=C=[N:31][CH:32]2[CH2:37][CH2:36][CH2:35][CH2:34]C2)[CH2:37][CH2:36]1.[CH2:38]([N:40](CC)CC)C. The product is [CH3:14][C:15]1[CH:19]=[CH:18][S:17][C:16]=1[C:6]([NH:5][CH2:4][C:3]1[NH:1][N:2]=[C:38]([C:36]2[CH:37]=[CH:32][N:31]=[CH:34][CH:35]=2)[N:40]=1)=[O:12]. The catalyst is CCOC(C)=O.C1C=CC2N(O)N=NC=2C=1.CN(C=O)C.C1COCC1. (4) The reactants are [C:1]([C:5]1[CH:6]=[C:7]([N:35](C(C2C=NC(Cl)=CC=2)=O)[S:36]([CH3:39])(=[O:38])=[O:37])[C:8]([O:33][CH3:34])=[C:9]([NH:11][C:12]([C:14]2[S:18][C:17]3[C:19]([NH:23][C:24](=[O:32])[C:25]4[CH:30]=[CH:29][C:28](Cl)=[N:27][CH:26]=4)=[CH:20][CH:21]=[CH:22][C:16]=3[CH:15]=2)=[O:13])[CH:10]=1)([CH3:4])([CH3:3])[CH3:2].[CH:49]1([NH2:52])[CH2:51][CH2:50]1. No catalyst specified. The product is [C:1]([C:5]1[CH:6]=[C:7]([NH:35][S:36]([CH3:39])(=[O:37])=[O:38])[C:8]([O:33][CH3:34])=[C:9]([NH:11][C:12]([C:14]2[S:18][C:17]3[C:19]([NH:23][C:24](=[O:32])[C:25]4[CH:30]=[CH:29][C:28]([NH:52][CH:49]5[CH2:51][CH2:50]5)=[N:27][CH:26]=4)=[CH:20][CH:21]=[CH:22][C:16]=3[CH:15]=2)=[O:13])[CH:10]=1)([CH3:2])([CH3:4])[CH3:3]. The yield is 0.710. (5) The reactants are Cl.Cl.[NH2:3][CH2:4][C:5]1[C:10]([O:11][CH2:12][C:13]([O:15][CH2:16][CH3:17])=[O:14])=[CH:9][CH:8]=[CH:7][N:6]=1.C(N(CC)CC)C.[CH3:25][C:26]([CH3:42])([N:31]1[C:39](=[O:40])[C:38]2[C:33](=[CH:34][CH:35]=[CH:36][CH:37]=2)[C:32]1=[O:41])[CH2:27][C:28](O)=[O:29]. The catalyst is C(Cl)Cl. The product is [CH2:16]([O:15][C:13](=[O:14])[CH2:12][O:11][C:10]1[C:5]([CH2:4][NH:3][C:28](=[O:29])[CH2:27][C:26]([N:31]2[C:39](=[O:40])[C:38]3[C:33](=[CH:34][CH:35]=[CH:36][CH:37]=3)[C:32]2=[O:41])([CH3:42])[CH3:25])=[N:6][CH:7]=[CH:8][CH:9]=1)[CH3:17]. The yield is 0.460. (6) The catalyst is CN(C=O)C. The product is [Cl:1][C:2]1[CH:10]=[CH:9][C:8]([N:12]2[CH2:16][CH2:15][CH2:14][CH2:13]2)=[CH:7][C:3]=1[C:4]([NH2:6])=[O:5]. The yield is 0.150. The reactants are [Cl:1][C:2]1[CH:10]=[CH:9][C:8](F)=[CH:7][C:3]=1[C:4]([NH2:6])=[O:5].[NH:12]1[CH2:16][CH2:15][CH2:14][CH2:13]1. (7) The reactants are N1[CH2:5][CH2:4][CH2:3][C@H:2]1[CH2:6][OH:7].[CH3:8][O:9][C:10]1[CH:11]=[C:12](B(O)O)[CH:13]=[CH:14][CH:15]=1.C[Si]([N-][Si](C)(C)C)(C)C.[K+].ClC1CCOCC1. The catalyst is [Ni](Cl)Cl. The product is [CH3:8][O:9][C:10]1[CH:11]=[C:12]([CH:3]2[CH2:4][CH2:5][O:7][CH2:6][CH2:2]2)[CH:13]=[CH:14][CH:15]=1. The yield is 0.640. (8) The reactants are [F:1][C:2]1[CH:3]=[C:4]2[C:9](=[CH:10][C:11]=1[F:12])[N:8]=[C:7]([O:13][CH3:14])[C:6]([NH:15][C:16](=[O:20])OCC)=[N:5]2.[Br:21][C:22]1[CH:23]=[C:24]([N:28]2[CH2:33][CH2:32][NH:31][CH2:30][CH2:29]2)[CH:25]=[CH:26][CH:27]=1. No catalyst specified. The product is [F:1][C:2]1[CH:3]=[C:4]2[C:9](=[CH:10][C:11]=1[F:12])[N:8]=[C:7]([O:13][CH3:14])[C:6]([NH:15][C:16]([N:31]1[CH2:30][CH2:29][N:28]([C:24]3[CH:25]=[CH:26][CH:27]=[C:22]([Br:21])[CH:23]=3)[CH2:33][CH2:32]1)=[O:20])=[N:5]2. The yield is 0.580. (9) The reactants are [CH2:1]([O:8][C:9]([NH:11][CH:12]([CH2:16][CH2:17][S:18][CH3:19])[C:13]([OH:15])=[O:14])=[O:10])[C:2]1[CH:7]=[CH:6][CH:5]=[CH:4][CH:3]=1.C[CH:21]([OH:23])[CH3:22].[CH2:24](Cl)[CH2:25]Cl. The catalyst is CN(C1C=CN=CC=1)C.ClCCl. The product is [CH2:1]([O:8][C:9]([NH:11][CH:12]([CH2:16][CH2:17][S:18][CH3:19])[C:13]([O:15][CH:16]([CH2:12][N:11]1[CH2:22][CH2:21][O:23][CH2:25][CH2:24]1)[CH3:17])=[O:14])=[O:10])[C:2]1[CH:3]=[CH:4][CH:5]=[CH:6][CH:7]=1. The yield is 0.550. (10) The reactants are CC(C)([O-])C.[Na+].Br[C:8]1[CH:15]=[CH:14][C:11]([C:12]#[N:13])=[CH:10][CH:9]=1.C([NH2:23])C1C=CC=CC=1.[C:24]1(C)[CH:29]=[CH:28][CH:27]=[CH:26][CH:25]=1. The catalyst is C1C=CC(/C=C/C(/C=C/C2C=CC=CC=2)=O)=CC=1.C1C=CC(/C=C/C(/C=C/C2C=CC=CC=2)=O)=CC=1.C1C=CC(/C=C/C(/C=C/C2C=CC=CC=2)=O)=CC=1.[Pd].[Pd].C1(P(C2C=CC=CC=2)C2(P(C3C=CC=CC=3)C3C=CC=CC=3)CC=C3C(C=CC=C3)=C2C2C3C(=CC=CC=3)C=CC=2)C=CC=CC=1. The product is [C:24]1([NH:23][C:8]2[CH:15]=[CH:14][C:11]([C:12]#[N:13])=[CH:10][CH:9]=2)[CH:29]=[CH:28][CH:27]=[CH:26][CH:25]=1. The yield is 0.630.